From a dataset of Experimentally validated miRNA-target interactions with 360,000+ pairs, plus equal number of negative samples. Binary Classification. Given a miRNA mature sequence and a target amino acid sequence, predict their likelihood of interaction. (1) The miRNA is mmu-miR-3071-5p with sequence ACUCAUUUGAGACGAUGAUGGA. The protein sequence of the target gene is MFAGLQDLGVANGEDLKETLTNCTEPLKAIEQFQTENGVLLPSLQSALPFLDLHGTPRLEFHQSVFDELRDKLLERVSAIASEGKAEERYKKLEDLLEKSFSLVKMPSLQPVVMCVMKHLPKVPEKKLKLVMADKELYRACAVEVKRQIWQDNQALFGDEVSPLLKQYILEKESALFSTELSVLHNFFSPSPKTRRQGEVVQRLTRMVGKNVKLYDMVLQFLRTLFLRTRNVHYCTLRAELLMSLHDLDVGEICTVDPCHKFTWCLDACIRERFVDSKRARELQGFLDGVKKGQEQVLGD.... Result: 0 (no interaction). (2) The miRNA is cel-miR-792-3p with sequence UUGAAAUCUCUUCAACUUUCAGA. The protein sequence of the target gene is MSQGVRRAGAGQGVAAAVQLLVTLSFLRSVVEAQVTGVLDDCLCDIDSIDNFNTYKIFPKIKKLQERDYFRYYKVNLKRPCPFWAEDGHCSIKDCHVEPCPESKIPVGIKAGHSNKYLKMANNTKELEDCEQANKLGAINSTLSNQSKEAFIDWARYDDSRDHFCELDDERSPAAQYVDLLLNPERYTGYKGTSAWRVWNSIYEENCFKPRSVYRPLNPLAPSRGEDDGESFYTWLEGLCLEKRVFYKLISGLHASINLHLCANYLLEETWGKPSWGPNIKEFKHRFDPVETKGEGPRRL.... Result: 0 (no interaction). (3) The miRNA is ath-miR398b-3p with sequence UGUGUUCUCAGGUCACCCCUG. The protein sequence of the target gene is MEAVLNELVSVEDLLKFEKKFQSEKAAGSVSKSTQFEYAWCLVRSKYNDDIRKGIVLLEELLPKGSKEEQRDYVFYLAVGNYRLKEYEKALKYVRGLLQTEPQNNQAKELERLIDKAMKKDGLVGMAIVGGMALGVAGLAGLIGLAVSKSKS. Result: 0 (no interaction). (4) The miRNA is mmu-miR-694 with sequence CUGAAAAUGUUGCCUGAAG. The protein sequence of the target gene is MADHVQSLAQLENLCKQLYETTDTTTRLQAEKALVEFTNSPDCLSKCQLLLERGSSSYSQLLAATCLTKLVSRTNNPLPLEQRIDIRNYVLNYLATRPKLATFVTQALIQLYARITKLGWFDCQKDDYVFRNAITDVTRFLQDSVEYCIIGVTILSQLTNEINQADTTHPLTKHRKIASSFRDSSLFDIFTLSCNLLKQASGKNLNLNDESQHGLLMQLLKLTHNCLNFDFIGTSTDESSDDLCTVQIPTSWRSAFLDSSTLQLFFDLYHSIPPSFSPLVLSCLVQIASVRRSLFNNAER.... Result: 0 (no interaction). (5) The miRNA is hsa-miR-5189-5p with sequence UCUGGGCACAGGCGGAUGGACAGG. The protein sequence of the target gene is MTAEGPSPPARWHRRLPGLWAAALLLLGLPRLSVRADGKFFVLESQNGSQGLQLEAARLSCKSRGAHLASADELRRVVQDCSFAVCTTGWLADGTLGTTVCSKGSGEQQIMRAVDVRIESNPVPGGTYSALCIKDEEKPCGDPPSFPHTILQGRTGLEMGDELLYVCAPGHIMGHRETAFTLLCNSCGEWYGLVQACGKDEAEAHIDYEDNFPDDRSVSFRELMEDSRTEADEDRGQGDSSEEAPKQDRLVSISVGRENIARDKVFVPTTGLPGAGSSVPADSPGSRLLQKHLFWFPAEA.... Result: 1 (interaction).